From a dataset of Reaction yield outcomes from USPTO patents with 853,638 reactions. Predict the reaction yield, written as a fraction of the theoretical maximum amount of product (1.0 means a 100% yield; for example, 0.34 means a 34% yield). The reactants are [NH:1]1[CH:8]=[CH:7][C:5](=[O:6])[NH:4][C:2]1=[O:3].[F:9][C:10](I)([F:12])[F:11].C1(S(C2C=CC=CC=2)=O)C=CC=CC=1.S(=O)(=O)(O)O.OO. The catalyst is S([O-])([O-])(=O)=O.[Fe+2]. The product is [F:9][C:10]([F:12])([F:11])[C:7]1[C:5](=[O:6])[NH:4][C:2](=[O:3])[NH:1][CH:8]=1. The yield is 0.00470.